This data is from Experimentally validated miRNA-target interactions with 360,000+ pairs, plus equal number of negative samples. The task is: Binary Classification. Given a miRNA mature sequence and a target amino acid sequence, predict their likelihood of interaction. (1) The miRNA is hsa-miR-6883-3p with sequence UUCCCUAUCUCACUCUCCUCAG. The protein sequence of the target gene is MKTGLFFLCLLGTAAAIPTNARLLSDHSKPTAETVAPDNTAIPSLRAEAEENEKETAVSTEDDSHHKAEKSSVLKSKEESHEQSAEQGKSSSQELGLKDQEDSDGHLSVNLEYAPTEGTLDIKEDMSEPQEKKLSENTDFLAPGVSSFTDSNQQESITKREENQEQPRNYSHHQLNRSSKHSQGLRDQGNQEQDPNISNGEEEEEKEPGEVGTHNDNQERKTELPREHANSKQEEDNTQSDDILEESDQPTQVSKMQEDEFDQGNQEQEDNSNAEMEEENASNVNKHIQETEWQSQEGKT.... Result: 0 (no interaction). (2) The miRNA is hsa-miR-615-5p with sequence GGGGGUCCCCGGUGCUCGGAUC. The protein sequence of the target gene is MREIVHIQAGQCGNQIGTKFWEVISDEHGIDPAGGYVGDSALQLERINVYYNESSSQKYVPRAALVDLEPGTMDSVRSGPFGQLFRPDNFIFGQTGAGNNWAKGHYTEGAELVDAVLDVVRKECEHCDCLQGFQLTHSLGGGTGSGMGTLLISKIREEFPDRIMNTFSVMPSPKVSDTVVEPYNATLSVHQLVENTDETYCIDNEALYDICFRTLKLTTPTYGDLNHLVSATMSGVTTSLRFPGQLNADLRKLAVNMVPFPRLHFFMPGFAPLTSRGSQQYRALTVPELTQQMFDARNMM.... Result: 0 (no interaction). (3) The miRNA is mmu-miR-466f-3p with sequence CAUACACACACACAUACACAC. The protein sequence of the target gene is MEAIAKYDFKATADDELSFKRGDILKVLNEECDQNWYKAELNGKDGFIPKNYIEMKPHPWFFGKIPRAKAEEMLSKQRHDGAFLIRESESAPGDFSLSVKFGNDVQHFKVLRDGAGKYFLWVVKFNSLNELVDYHRSTSVSRNQQIFLRDIEQMPQQPTYVQALFDFDPQEDGELGFRRGDFIHVMDNSDPNWWKGACHGQTGMFPRNYVTPVNRNV. Result: 1 (interaction). (4) The miRNA is dme-miR-263b-5p with sequence CUUGGCACUGGGAGAAUUCAC. The protein sequence of the target gene is MEAREPGRPTPTYHLVPNTSQSQVEEDVSSPPQRSSETMQLKKEISLLNGVSLVVGNMIGSGIFVSPKGVLVHTASYGMSLIVWAIGGLFSVVGALCYAELGTTITKSGASYAYILEAFGGFIAFIRLWVSLLVVEPTGQAIIAITFANYIIQPSFPSCDPPYLACRLLAAACICLLTFVNCAYVKWGTRVQDTFTYAKVVALIAIIVMGLVKLCQGHSEHFQDAFEGSSWDMGNLSLALYSALFSYSGWDTLNFVTEEIKNPERNLPLAIGISMPIVTLIYILTNVAYYTVLNISDVLS.... Result: 0 (no interaction). (5) The miRNA is hsa-miR-450a-2-3p with sequence AUUGGGGACAUUUUGCAUUCAU. The protein sequence of the target gene is MADTTPNGPQGAGAVQFMMTNKLDTAMWLSRLFTVYCSALFVLPLLGLHEAASFYQRALLANALTSALRLHQRLPHFQLSRAFLAQALLEDSCHYLLYSLIFVNSYPVTMSIFPVLLFSLLHAATYTKKVLDAKGSNSLPLLRSFLDKLSTNQQNILKFIACNEIFLMPATVFMLFSGQGSLLQPFIYYRFLTLRYSSRRNPYCRNLFNELRIVVEHIIMKPSCPLFVRRLCLQSIAFISRLAPTVA. Result: 0 (no interaction). (6) The miRNA is hsa-miR-10a-3p with sequence CAAAUUCGUAUCUAGGGGAAUA. The protein sequence of the target gene is MKEPDAIKLFVGQIPRHLEEKDLKPIFEQFGRIFELTVIKDKYTGLHKGCAFLTYCARDSALKAQSALHEQKTLPGMNRPIQVKPADSESRGEDRKLFVGMLGKQQTDEDVRKMFEPFGTIDECTVLRGPDGTSKGCAFVKFQTHAEAQAAINTLHSSRTLPGASSSLVVKFADTEKERGLRRMQQVATQLGMFSPIALQFGAYSAYTQALMQQQAALVAAHSAYLSPMATMAAVQMQHMAAINANGLIATPITPSSGTSTPPAIAATPVSAIPAALGVNGYSPVPTQPTGQPAPDALYP.... Result: 0 (no interaction). (7) The miRNA is mmu-miR-297b-3p with sequence UAUACAUACACACAUACCCAUA. The protein sequence of the target gene is MAMGLFRVCLVVVTAIINHPLLFPRENATVPENEEEIIRKMQAHQEKLQLEQLRLEEEVARLAAEKEALEQVAEEGRQQNETRVAWDLWSTLCMILFLMIEVWRQDHQEGPSPECLGGEEDELPGLGGAPLQGLTLPNKATLGHFYERCIRGATADAARTREFLEGFVDDLLEALRSLCNRDTDMEVEDFIGVDSMYENWQVDRPLLCHLFVPFTPPEPYRFHPELWCSGRSVPLDRQGYGQIKVVRADGDTLSCICGKTKLGEDMLCLLHGRNSMAPPCGDMENLLCATDSLYLDTMQV.... Result: 0 (no interaction). (8) The miRNA is mmu-miR-362-3p with sequence AACACACCUGUUCAAGGAUUCA. The protein sequence of the target gene is MGTEWHKPKLSLALVLLTLEAGWAQEGSEPVLLEGECLVVCEPGRPTAGGPGGAALGEAPPGRVAFAAVRSHHHEPAGETGNGTSGAIYFDQVLVNEGEGFDRTSGCFVAPVRGVYSFRFHVVKVYNRQTVQVSLMLNTWPVISAFANDPDVTREAATSSVLLPLDPGDRVSLRLRRGNLLGGWKYSSFSGFLIFPL. Result: 1 (interaction).